This data is from Full USPTO retrosynthesis dataset with 1.9M reactions from patents (1976-2016). The task is: Predict the reactants needed to synthesize the given product. (1) Given the product [Br:1][C:2]1[CH:20]=[C:19]([F:21])[C:5]([CH2:6][NH:7][C:8]2[C:9]([NH2:16])=[CH:10][CH:11]=[C:12]([O:14][CH3:15])[CH:13]=2)=[C:4]([F:22])[CH:3]=1, predict the reactants needed to synthesize it. The reactants are: [Br:1][C:2]1[CH:20]=[C:19]([F:21])[C:5]([CH2:6][NH:7][C:8]2[CH:13]=[C:12]([O:14][CH3:15])[CH:11]=[CH:10][C:9]=2[N+:16]([O-])=O)=[C:4]([F:22])[CH:3]=1.C([O-])(O)=O.[Na+]. (2) Given the product [CH3:14][O:15][C:7](=[O:8])[C:6]1[CH:5]=[C:4]([O:10][CH3:11])[C:3]([OH:12])=[C:2]([Cl:13])[CH:9]=1, predict the reactants needed to synthesize it. The reactants are: Cl[C:2]1[C:3]([OH:12])=[C:4]([O:10][CH3:11])[CH:5]=[C:6]([CH:9]=1)[CH:7]=[O:8].[ClH:13].[CH3:14][OH:15].